The task is: Predict the reaction yield, written as a fraction of the theoretical maximum amount of product (1.0 means a 100% yield; for example, 0.34 means a 34% yield).. This data is from Reaction yield outcomes from USPTO patents with 853,638 reactions. (1) The reactants are CS(O)(=O)=O.[CH3:6][C:7]1[CH:16]=[C:15]([OH:17])[C:14]2[C:9](=[CH:10][CH:11]=[CH:12][CH:13]=2)[C:8]=1[OH:18].[CH3:19][C:20]([CH3:26])=[CH:21][C:22](OC)=[O:23]. The product is [OH:18][C:8]1[C:7]([CH3:6])=[C:16]2[C:15](=[C:14]3[CH:13]=[CH:12][CH:11]=[CH:10][C:9]=13)[O:17][C:22](=[O:23])[CH2:21][C:20]2([CH3:26])[CH3:19]. The yield is 0.350. The catalyst is O. (2) The reactants are [N+:1]([C:4]1[C:5]([C:14]([O:16]C)=O)=[N:6][N:7]2[CH2:12][CH2:11][CH2:10][C:9](=[O:13])[C:8]=12)([O-:3])=[O:2].[NH3:18].CO. The catalyst is ClCCl. The product is [N+:1]([C:4]1[C:5]([C:14]([NH2:18])=[O:16])=[N:6][N:7]2[CH2:12][CH2:11][CH2:10][C:9](=[O:13])[C:8]=12)([O-:3])=[O:2]. The yield is 0.760. (3) The reactants are [Cl-].[C:2]([CH2:5][CH2:6][CH2:7][NH+:8]([CH3:10])[CH3:9])([OH:4])=[O:3].S(Cl)([Cl:13])=O.[CH3:15]O. No catalyst specified. The product is [Cl-:13].[CH3:15][O:3][C:2](=[O:4])[CH2:5][CH2:6][CH2:7][NH+:8]([CH3:10])[CH3:9]. The yield is 0.770. (4) The reactants are [NH2:1][C@:2]12[CH2:37][CH2:36][C@@H:35]([C:38]([CH3:40])=[CH2:39])[C@@H:3]1[C@@H:4]1[C@@:17]([CH3:20])([CH2:18][CH2:19]2)[C@@:16]2([CH3:21])[C@@H:7]([C@:8]3([CH3:34])[C@@H:13]([CH2:14][CH2:15]2)[C:12]([CH3:23])([CH3:22])[C:11]([C:24]2[CH:33]=[CH:32][C:27]([C:28]([O:30]C)=[O:29])=[CH:26][CH:25]=2)=[CH:10][CH2:9]3)[CH2:6][CH2:5]1.FC1C=C(CN[C@]23CC[C@@H](C(C)=C)[C@@H]2[C@@H]2[C@@](C)(CC3)[C@@]3(C)[C@@H]([C@]4(C)[C@@H](CC3)C(C)(C)C(C3C=CC(C(O)=O)=CC=3)=CC4)CC2)C=CN=1.[F:88][C:89]([F:99])([F:98])[C:90]1[C:91]([CH:96]=O)=[N:92][CH:93]=[CH:94][CH:95]=1. No catalyst specified. The product is [CH3:20][C@:17]12[C@@:16]3([CH3:21])[C@@H:7]([C@:8]4([CH3:34])[C@@H:13]([CH2:14][CH2:15]3)[C:12]([CH3:22])([CH3:23])[C:11]([C:24]3[CH:25]=[CH:26][C:27]([C:28]([OH:30])=[O:29])=[CH:32][CH:33]=3)=[CH:10][CH2:9]4)[CH2:6][CH2:5][C@@H:4]1[C@H:3]1[C@H:35]([C:38]([CH3:40])=[CH2:39])[CH2:36][CH2:37][C@:2]1([NH:1][CH2:96][C:91]1[C:90]([C:89]([F:98])([F:88])[F:99])=[CH:95][CH:94]=[CH:93][N:92]=1)[CH2:19][CH2:18]2. The yield is 0.420. (5) The reactants are OC1C=CC=C2C([NH:7]C(=O)C=12)=O.C[O:14][C:15]([C:17]1[C:30]2[C:29](=O)[C:28]3[C:23](=[CH:24][CH:25]=C(CBr)[CH:27]=3)[O:22][C:21]=2[CH:20]=[CH:19][CH:18]=1)=O.[NH2:34][NH2:35].[CH2:36]([OH:38])[CH3:37]. The yield is 0.850. The product is [NH2:7][O:38][CH2:36][C:37]1[CH:25]=[CH:24][C:23]2[O:22][C:21]3[C:30]4=[C:17]([C:15](=[O:14])[NH:34][N:35]=[C:29]4[C:28]=2[CH:27]=1)[CH:18]=[CH:19][CH:20]=3. The catalyst is CN(C=O)C. (6) The reactants are [CH2:1]([C:3]1[N:8]([C:9]2[CH:14]=[CH:13][C:12]([O:15][C@@H:16]3[CH2:21][CH2:20][CH2:19][CH2:18][C@H:17]3[OH:22])=[CH:11][CH:10]=2)[C:7](=[O:23])[C:6]([CH2:24][C:25]2[CH:30]=[CH:29][C:28]([C:31]3[CH:36]=[CH:35][CH:34]=[CH:33][C:32]=3[C:37]3[NH:41][C:40](=[O:42])[O:39][N:38]=3)=[CH:27][CH:26]=2)=[C:5]([CH2:43][CH2:44][CH3:45])[N:4]=1)[CH3:2].CC(OI1(OC(C)=O)(OC(C)=O)OC(=O)C2C1=CC=CC=2)=O.C(OCC)(=O)C.S([O-])([O-])(=O)=S.[Na+].[Na+]. The catalyst is ClCCl.O. The product is [CH2:1]([C:3]1[N:8]([C:9]2[CH:10]=[CH:11][C:12]([O:15][CH:16]3[CH2:21][CH2:20][CH2:19][CH2:18][C:17]3=[O:22])=[CH:13][CH:14]=2)[C:7](=[O:23])[C:6]([CH2:24][C:25]2[CH:30]=[CH:29][C:28]([C:31]3[CH:36]=[CH:35][CH:34]=[CH:33][C:32]=3[C:37]3[NH:41][C:40](=[O:42])[O:39][N:38]=3)=[CH:27][CH:26]=2)=[C:5]([CH2:43][CH2:44][CH3:45])[N:4]=1)[CH3:2]. The yield is 0.650.